Dataset: Reaction yield outcomes from USPTO patents with 853,638 reactions. Task: Predict the reaction yield, written as a fraction of the theoretical maximum amount of product (1.0 means a 100% yield; for example, 0.34 means a 34% yield). (1) The reactants are [Br:1][C:2]1[CH:10]=[C:9]2[C:5]([CH2:6][C:7]3([CH2:16][CH2:15][CH:14]([OH:17])[CH2:13][CH2:12]3)[C:8]2=[O:11])=[CH:4][CH:3]=1.FS([C:22](C(O)=O)([F:24])[F:23])(=O)=O. The catalyst is [Cu]I.C(#N)C. The product is [CH2:6]([CH:6]1[C:5]2[C:9](=[CH:10][C:2]([Br:1])=[CH:3][CH:4]=2)[C:8](=[O:11])[C:7]21[CH2:16][CH2:15][CH:14]([O:17][CH:22]([F:24])[F:23])[CH2:13][CH2:12]2)[C:5]1[CH:9]=[CH:10][CH:2]=[CH:3][CH:4]=1. The yield is 0.320. (2) The reactants are [Br:1][C:2]1[CH:3]=[CH:4][C:5]([OH:23])=[C:6]([C:8](=[O:22])/[CH:9]=[CH:10]/[C:11]2[CH:16]=[CH:15][C:14]([O:17][C:18]([F:21])([F:20])[F:19])=[CH:13][CH:12]=2)[CH:7]=1.[OH-].[Na+]. The catalyst is CCO.O.CCOC(C)=O. The product is [Br:1][C:2]1[CH:7]=[C:6]2[C:5](=[CH:4][CH:3]=1)[O:23][CH:10]([C:11]1[CH:12]=[CH:13][C:14]([O:17][C:18]([F:21])([F:19])[F:20])=[CH:15][CH:16]=1)[CH2:9][C:8]2=[O:22]. The yield is 0.800. (3) The reactants are [C:1]([O:4][C:5]1[CH:10]=[CH:9][CH:8]=[CH:7][C:6]=1[C:11]#[C:12][C:13]1[CH:22]=[CH:21][C:20]2[C:15](=[CH:16][CH:17]=[CH:18][CH:19]=2)[N:14]=1)(=[O:3])[CH3:2]. The catalyst is C1(C)C=CC=CC=1.[Pd].CC([O-])=O.CC([O-])=O.[Pb+2]. The product is [C:1]([O:4][C:5]1[CH:10]=[CH:9][CH:8]=[CH:7][C:6]=1/[CH:11]=[CH:12]\[C:13]1[CH:22]=[CH:21][C:20]2[C:15](=[CH:16][CH:17]=[CH:18][CH:19]=2)[N:14]=1)(=[O:3])[CH3:2]. The yield is 0.300. (4) The reactants are [Cl:1][C:2]1[C:10]2[O:9][CH2:8][CH:7]([OH:11])[C:6]=2[C:5]([CH:12]2[C@H:17]([O:18][CH2:19][C:20]3[CH:25]=[CH:24][CH:23]=[CH:22][CH:21]=3)[C@@H:16]([O:26][CH2:27][C:28]3[CH:33]=[CH:32][CH:31]=[CH:30][CH:29]=3)[C@H:15]([O:34][CH2:35][C:36]3[CH:41]=[CH:40][CH:39]=[CH:38][CH:37]=3)[C@@H:14]([CH2:42][O:43][CH2:44][C:45]3[CH:50]=[CH:49][CH:48]=[CH:47][CH:46]=3)[O:13]2)=[CH:4][C:3]=1[CH2:51][C:52]1[CH:57]=[CH:56][C:55]([O:58][CH2:59][CH3:60])=[CH:54][CH:53]=1.I[CH3:62].[H-].[Na+]. The catalyst is CN(C=O)C.C([O-])(O)=O.[Na+]. The product is [Cl:1][C:2]1[C:10]2[O:9][CH2:8][CH:7]([O:11][CH3:62])[C:6]=2[C:5]([CH:12]2[C@H:17]([O:18][CH2:19][C:20]3[CH:25]=[CH:24][CH:23]=[CH:22][CH:21]=3)[C@@H:16]([O:26][CH2:27][C:28]3[CH:33]=[CH:32][CH:31]=[CH:30][CH:29]=3)[C@H:15]([O:34][CH2:35][C:36]3[CH:41]=[CH:40][CH:39]=[CH:38][CH:37]=3)[C@@H:14]([CH2:42][O:43][CH2:44][C:45]3[CH:46]=[CH:47][CH:48]=[CH:49][CH:50]=3)[O:13]2)=[CH:4][C:3]=1[CH2:51][C:52]1[CH:57]=[CH:56][C:55]([O:58][CH2:59][CH3:60])=[CH:54][CH:53]=1. The yield is 0.900. (5) The reactants are [C:1]([O:5][C:6]([NH:8][C:9]1([CH3:24])[CH2:13][CH2:12][N:11](C(OCC2C=CC=CC=2)=O)[CH2:10]1)=[O:7])([CH3:4])([CH3:3])[CH3:2]. The catalyst is CO.[Pd]. The product is [CH3:24][C:9]1([NH:8][C:6](=[O:7])[O:5][C:1]([CH3:4])([CH3:3])[CH3:2])[CH2:13][CH2:12][NH:11][CH2:10]1. The yield is 0.960. (6) The reactants are [Cl:1][C:2]1[CH:11]=[CH:10][C:5]([C:6]([O:8]C)=[O:7])=[CH:4][C:3]=1[C:12]([C:15]#[N:16])([CH3:14])[CH3:13].[OH-].[Li+].CO.O. The catalyst is O1CCCC1. The product is [Cl:1][C:2]1[CH:11]=[CH:10][C:5]([C:6]([OH:8])=[O:7])=[CH:4][C:3]=1[C:12]([C:15]#[N:16])([CH3:14])[CH3:13]. The yield is 0.990. (7) The reactants are Cl[C:2]1[C:11]2[C:6](=[CH:7][C:8]([O:14][CH3:15])=[C:9]([O:12][CH3:13])[CH:10]=2)[N:5]=[CH:4][N:3]=1.[CH3:16][C:17]([C:19]1[CH:24]=[C:23]([O:25][CH3:26])[CH:22]=[CH:21][C:20]=1[OH:27])=[O:18]. The catalyst is CN(C)C1C=CN=CC=1.ClC1C=CC=CC=1Cl. The product is [CH3:13][O:12][C:9]1[CH:10]=[C:11]2[C:6](=[CH:7][C:8]=1[O:14][CH3:15])[N:5]=[CH:4][N:3]=[C:2]2[O:27][C:20]1[CH:21]=[CH:22][C:23]([O:25][CH3:26])=[CH:24][C:19]=1[C:17](=[O:18])[CH3:16]. The yield is 0.500.